Dataset: Reaction yield outcomes from USPTO patents with 853,638 reactions. Task: Predict the reaction yield, written as a fraction of the theoretical maximum amount of product (1.0 means a 100% yield; for example, 0.34 means a 34% yield). The reactants are C(OC([NH:8][C:9]1[CH2:10][C:11]([C:31](=[O:47])[N:32]([CH2:36][CH2:37][CH2:38][O:39][Si](C(C)(C)C)(C)C)[CH2:33][CH2:34][CH3:35])=[CH:12][C:13]2[CH:19]=[CH:18][C:17]([C:20]3[CH:30]=[CH:29][C:23]([C:24]([O:26][CH2:27][CH3:28])=[O:25])=[CH:22][CH:21]=3)=[CH:16][C:14]=2[N:15]=1)=O)(C)(C)C. The catalyst is ClCCl.C(O)(C(F)(F)F)=O. The product is [NH2:8][C:9]1[CH2:10][C:11]([C:31](=[O:47])[N:32]([CH2:36][CH2:37][CH2:38][OH:39])[CH2:33][CH2:34][CH3:35])=[CH:12][C:13]2[CH:19]=[CH:18][C:17]([C:20]3[CH:30]=[CH:29][C:23]([C:24]([O:26][CH2:27][CH3:28])=[O:25])=[CH:22][CH:21]=3)=[CH:16][C:14]=2[N:15]=1. The yield is 0.350.